This data is from Reaction yield outcomes from USPTO patents with 853,638 reactions. The task is: Predict the reaction yield, written as a fraction of the theoretical maximum amount of product (1.0 means a 100% yield; for example, 0.34 means a 34% yield). (1) The yield is 0.750. The reactants are [NH2:1][C:2]1[CH:7]=[CH:6][C:5]([N+:8]([O-])=O)=[CH:4][N:3]=1.Cl.Br[CH2:13][CH:14](OC)OC.[H][H]. The catalyst is C1COCC1.CO.[Pd].CCO. The product is [N:1]1[CH:13]=[CH:14][N:3]2[CH:4]=[C:5]([NH2:8])[CH:6]=[CH:7][C:2]=12. (2) The reactants are F[C:2]1[CH:3]=[CH:4][C:5]([N+:9]([O-:11])=[O:10])=[C:6]([OH:8])[CH:7]=1.[CH3:12][O-:13].[Na+].Cl. The catalyst is CO. The product is [CH3:12][O:13][C:2]1[CH:3]=[CH:4][C:5]([N+:9]([O-:11])=[O:10])=[C:6]([OH:8])[CH:7]=1. The yield is 0.930.